From a dataset of Catalyst prediction with 721,799 reactions and 888 catalyst types from USPTO. Predict which catalyst facilitates the given reaction. (1) Reactant: [CH3:1][O:2][C:3]1[CH:23]=[CH:22][C:6]([CH2:7][N:8]2[C:12](/[CH:13]=[CH:14]/[O:15][CH3:16])=[C:11]([C:17]([O:19][CH2:20][CH3:21])=[O:18])[CH:10]=[N:9]2)=[CH:5][CH:4]=1. Product: [CH3:1][O:2][C:3]1[CH:4]=[CH:5][C:6]([CH2:7][N:8]2[C:12]([CH2:13][CH2:14][O:15][CH3:16])=[C:11]([C:17]([O:19][CH2:20][CH3:21])=[O:18])[CH:10]=[N:9]2)=[CH:22][CH:23]=1. The catalyst class is: 19. (2) The catalyst class is: 1. Product: [F:1][C:2]1[CH:7]=[CH:6][C:5]([NH:8][C:9]([C:11]2([C:14]([Cl:25])=[O:16])[CH2:13][CH2:12]2)=[O:10])=[CH:4][CH:3]=1. Reactant: [F:1][C:2]1[CH:7]=[CH:6][C:5]([NH:8][C:9]([C:11]2([C:14]([OH:16])=O)[CH2:13][CH2:12]2)=[O:10])=[CH:4][CH:3]=1.CN(C=O)C.C(Cl)(=O)C([Cl:25])=O. (3) Reactant: [OH-].[K+].[CH3:3][C:4]1[CH:12]=[CH:11][C:7]([C:8]([OH:10])=[O:9])=[CH:6][C:5]=1[C:13]([F:16])([F:15])[F:14].[CH3:17]I. Product: [CH3:17][O:9][C:8](=[O:10])[C:7]1[CH:11]=[CH:12][C:4]([CH3:3])=[C:5]([C:13]([F:14])([F:15])[F:16])[CH:6]=1. The catalyst class is: 16.